Predict which catalyst facilitates the given reaction. From a dataset of Catalyst prediction with 721,799 reactions and 888 catalyst types from USPTO. (1) Reactant: [H-].[Al+3].[Li+].[H-].[H-].[H-].[CH3:7][C:8]1([C:11](=[O:15])[CH2:12][CH:13]=[CH2:14])[CH2:10][CH2:9]1. The catalyst class is: 7. Product: [CH3:7][C:8]1([CH:11]([OH:15])[CH2:12][CH:13]=[CH2:14])[CH2:10][CH2:9]1. (2) The catalyst class is: 10. Product: [CH:20]1([NH:25][C:10]2[N:11]=[C:6]([CH2:5][C:4]3[CH:17]=[CH:18][CH:19]=[C:2]([CH3:1])[CH:3]=3)[NH:7][C:8](=[O:16])[C:9]=2[C:14]#[N:15])[CH2:24][CH2:23][CH2:22][CH2:21]1. Reactant: [CH3:1][C:2]1[CH:3]=[C:4]([CH:17]=[CH:18][CH:19]=1)[CH2:5][C:6]1[NH:7][C:8](=[O:16])[C:9]([C:14]#[N:15])=[C:10](SC)[N:11]=1.[CH:20]1([NH2:25])[CH2:24][CH2:23][CH2:22][CH2:21]1. (3) Reactant: [OH:1][C:2]1[CH:7]=[CH:6][C:5]2[C:8]3([CH2:18][O:19][C:4]=2[CH:3]=1)[C:16]1[C:11](=[CH:12][CH:13]=[CH:14][CH:15]=1)[NH:10][C:9]3=[O:17].N1C=CN=C1.[CH:25]([Si:28](Cl)([CH:32]([CH3:34])[CH3:33])[CH:29]([CH3:31])[CH3:30])([CH3:27])[CH3:26]. Product: [CH3:26][CH:25]([Si:28]([CH:32]([CH3:34])[CH3:33])([CH:29]([CH3:31])[CH3:30])[O:1][C:2]1[CH:7]=[CH:6][C:5]2[C:8]3([CH2:18][O:19][C:4]=2[CH:3]=1)[C:16]1[C:11](=[CH:12][CH:13]=[CH:14][CH:15]=1)[NH:10][C:9]3=[O:17])[CH3:27]. The catalyst class is: 9.